From a dataset of Peptide-MHC class I binding affinity with 185,985 pairs from IEDB/IMGT. Regression. Given a peptide amino acid sequence and an MHC pseudo amino acid sequence, predict their binding affinity value. This is MHC class I binding data. (1) The peptide sequence is TVIKNNMI. The MHC is HLA-A02:03 with pseudo-sequence HLA-A02:03. The binding affinity (normalized) is 0. (2) The peptide sequence is EPRVQLVPL. The MHC is HLA-B39:01 with pseudo-sequence HLA-B39:01. The binding affinity (normalized) is 0.443. (3) The peptide sequence is SQAKKPEVRI. The MHC is HLA-A23:01 with pseudo-sequence HLA-A23:01. The binding affinity (normalized) is 0.